From a dataset of Full USPTO retrosynthesis dataset with 1.9M reactions from patents (1976-2016). Predict the reactants needed to synthesize the given product. (1) Given the product [F:1][C:2]1[CH:3]=[CH:4][C:5]([N:8]2[C:16]3[C:11](=[CH:12][C:13]([CH2:18][CH2:19][C:20]([OH:22])=[O:21])=[C:14]([CH3:17])[CH:15]=3)[CH:10]=[N:9]2)=[CH:6][CH:7]=1, predict the reactants needed to synthesize it. The reactants are: [F:1][C:2]1[CH:7]=[CH:6][C:5]([N:8]2[C:16]3[C:11](=[CH:12][C:13](/[CH:18]=[CH:19]/[C:20]([O:22]CC)=[O:21])=[C:14]([CH3:17])[CH:15]=3)[CH:10]=[N:9]2)=[CH:4][CH:3]=1. (2) Given the product [Cl:40][C:22]1[C:23]([NH:25][C:26]2[CH:31]=[CH:30][C:29]([N:32]3[CH2:33][CH2:34][O:35][CH2:36][CH2:37]3)=[CH:28][C:27]=2[O:38][CH3:39])=[N:24][C:19]([NH:1][C:2]2[CH:3]=[CH:4][C:5]3[C:11]([CH3:13])([CH3:12])[CH2:10][CH2:9][CH2:8][N:7]([C:14](=[O:16])[CH3:15])[C:6]=3[CH:17]=2)=[N:20][CH:21]=1, predict the reactants needed to synthesize it. The reactants are: [NH2:1][C:2]1[CH:3]=[CH:4][C:5]2[C:11]([CH3:13])([CH3:12])[CH2:10][CH2:9][CH2:8][N:7]([C:14](=[O:16])[CH3:15])[C:6]=2[CH:17]=1.Cl[C:19]1[N:24]=[C:23]([NH:25][C:26]2[CH:31]=[CH:30][C:29]([N:32]3[CH2:37][CH2:36][O:35][CH2:34][CH2:33]3)=[CH:28][C:27]=2[O:38][CH3:39])[C:22]([Cl:40])=[CH:21][N:20]=1. (3) Given the product [Cl:21][C:10]1[N:6]([S:3]([N:2]([CH3:15])[CH3:1])(=[O:5])=[O:4])[N:7]=[C:8]([C:11]([F:14])([F:12])[F:13])[CH:9]=1, predict the reactants needed to synthesize it. The reactants are: [CH3:1][N:2]([CH3:15])[S:3]([N:6]1[CH:10]=[CH:9][C:8]([C:11]([F:14])([F:13])[F:12])=[N:7]1)(=[O:5])=[O:4].C([Li])CCC.[Cl:21]C(Cl)(Cl)C(Cl)(Cl)Cl. (4) The reactants are: [CH:1]1([CH2:10][CH:11]=[CH2:12])[O:7][C@H:6]([CH2:8][OH:9])[C@@H:4]([OH:5])[C@@H:2]1[OH:3].C1C(=O)N([I:20])C(=O)C1.[O-]S([O-])(=S)=O.[Na+].[Na+]. Given the product [OH:9][CH2:8][C@H:6]1[O:7][C@H:1]2[CH2:10][CH:11]([CH2:12][I:20])[O:3][C@H:2]2[C@@H:4]1[OH:5], predict the reactants needed to synthesize it.